This data is from NCI-60 drug combinations with 297,098 pairs across 59 cell lines. The task is: Regression. Given two drug SMILES strings and cell line genomic features, predict the synergy score measuring deviation from expected non-interaction effect. (1) Drug 1: C1=CC(=CC=C1CCC2=CNC3=C2C(=O)NC(=N3)N)C(=O)NC(CCC(=O)O)C(=O)O. Drug 2: CNC(=O)C1=NC=CC(=C1)OC2=CC=C(C=C2)NC(=O)NC3=CC(=C(C=C3)Cl)C(F)(F)F. Cell line: DU-145. Synergy scores: CSS=39.1, Synergy_ZIP=1.86, Synergy_Bliss=1.91, Synergy_Loewe=2.64, Synergy_HSA=4.30. (2) Drug 1: C1=NC2=C(N=C(N=C2N1C3C(C(C(O3)CO)O)O)F)N. Drug 2: CC1=C2C(C(=O)C3(C(CC4C(C3C(C(C2(C)C)(CC1OC(=O)C(C(C5=CC=CC=C5)NC(=O)C6=CC=CC=C6)O)O)OC(=O)C7=CC=CC=C7)(CO4)OC(=O)C)O)C)OC(=O)C. Cell line: MDA-MB-435. Synergy scores: CSS=28.3, Synergy_ZIP=3.35, Synergy_Bliss=3.61, Synergy_Loewe=-33.2, Synergy_HSA=2.40. (3) Drug 1: C1=CC(=CC=C1C#N)C(C2=CC=C(C=C2)C#N)N3C=NC=N3. Drug 2: CC1=C2C(C(=O)C3(C(CC4C(C3C(C(C2(C)C)(CC1OC(=O)C(C(C5=CC=CC=C5)NC(=O)C6=CC=CC=C6)O)O)OC(=O)C7=CC=CC=C7)(CO4)OC(=O)C)O)C)OC(=O)C. Cell line: SF-539. Synergy scores: CSS=39.2, Synergy_ZIP=3.53, Synergy_Bliss=1.55, Synergy_Loewe=-21.6, Synergy_HSA=-2.51. (4) Drug 1: CCN(CC)CCCC(C)NC1=C2C=C(C=CC2=NC3=C1C=CC(=C3)Cl)OC. Drug 2: C1CCC(C(C1)N)N.C(=O)(C(=O)[O-])[O-].[Pt+4]. Cell line: COLO 205. Synergy scores: CSS=50.5, Synergy_ZIP=1.76, Synergy_Bliss=2.27, Synergy_Loewe=8.69, Synergy_HSA=9.01. (5) Drug 1: CN(CCCl)CCCl.Cl. Drug 2: C1CCC(C(C1)N)N.C(=O)(C(=O)[O-])[O-].[Pt+4]. Cell line: IGROV1. Synergy scores: CSS=16.5, Synergy_ZIP=-4.66, Synergy_Bliss=0.614, Synergy_Loewe=0.904, Synergy_HSA=2.87. (6) Drug 1: C1=CC(=CC=C1CCCC(=O)O)N(CCCl)CCCl. Drug 2: C1=NNC2=C1C(=O)NC=N2. Cell line: HCT-15. Synergy scores: CSS=16.0, Synergy_ZIP=-5.79, Synergy_Bliss=-2.67, Synergy_Loewe=-16.4, Synergy_HSA=-4.91. (7) Drug 1: C1=C(C(=O)NC(=O)N1)F. Drug 2: CC1=C(C(CCC1)(C)C)C=CC(=CC=CC(=CC(=O)O)C)C. Cell line: EKVX. Synergy scores: CSS=27.1, Synergy_ZIP=7.18, Synergy_Bliss=4.53, Synergy_Loewe=2.28, Synergy_HSA=2.25. (8) Drug 1: CN1CCC(CC1)COC2=C(C=C3C(=C2)N=CN=C3NC4=C(C=C(C=C4)Br)F)OC. Drug 2: N.N.Cl[Pt+2]Cl. Cell line: HT29. Synergy scores: CSS=2.69, Synergy_ZIP=-0.817, Synergy_Bliss=-0.561, Synergy_Loewe=-3.86, Synergy_HSA=-3.52.